From a dataset of Full USPTO retrosynthesis dataset with 1.9M reactions from patents (1976-2016). Predict the reactants needed to synthesize the given product. (1) Given the product [CH2:23]([N:30]1[CH2:35][CH2:34][O:33][CH:32]([CH2:42][C:41]2[CH:44]=[CH:45][C:38]([F:37])=[C:39]([CH3:46])[CH:40]=2)[C:31]1=[O:36])[C:24]1[CH:25]=[CH:26][CH:27]=[CH:28][CH:29]=1, predict the reactants needed to synthesize it. The reactants are: C(N1CCO[C@H](CC2C=CC=C(CO)C=2)C1)(OC(C)(C)C)=O.[CH2:23]([N:30]1[CH2:35][CH2:34][O:33][CH2:32][C:31]1=[O:36])[C:24]1[CH:29]=[CH:28][CH:27]=[CH:26][CH:25]=1.[F:37][C:38]1[CH:45]=[CH:44][C:41]([CH2:42]Br)=[CH:40][C:39]=1[CH3:46]. (2) The reactants are: Cl[C:2]1[N:7]=[CH:6][C:5]([O:8][C:9]2[N:14]=[CH:13][C:12]([CH:15]=[O:16])=[CH:11][CH:10]=2)=[CH:4][CH:3]=1.[CH3:17][N:18](C)C(=O)C. Given the product [CH:15]([C:12]1[CH:11]=[CH:10][C:9]([O:8][C:5]2[CH:4]=[CH:3][C:2]([C:17]#[N:18])=[N:7][CH:6]=2)=[N:14][CH:13]=1)=[O:16], predict the reactants needed to synthesize it. (3) Given the product [F:21][C:12]1[CH:11]=[C:10]([C:2]2[S:1][CH:5]=[CH:4][CH:3]=2)[CH:15]=[CH:14][C:13]=1[CH2:16][CH2:17][CH2:18][CH2:19][CH3:20], predict the reactants needed to synthesize it. The reactants are: [S:1]1[CH:5]=[CH:4][CH:3]=[C:2]1B(O)O.Br[C:10]1[CH:15]=[CH:14][C:13]([CH2:16][CH2:17][CH2:18][CH2:19][CH3:20])=[C:12]([F:21])[CH:11]=1.C(=O)([O-])O.[Na+].C1(C)C=CC=CC=1.